This data is from Forward reaction prediction with 1.9M reactions from USPTO patents (1976-2016). The task is: Predict the product of the given reaction. (1) The product is: [CH2:31]([O:33][C:34](=[O:42])[C:35]1[CH:40]=[CH:39][C:38]([C:28]#[C:26][C:14]2[CH:15]=[C:16]3[C:25](=[CH:12][CH:13]=2)[N:45]([CH:48]2[CH2:49][CH2:51]2)[CH2:19][CH2:18][C:17]3([CH3:23])[CH3:24])=[CH:37][CH:36]=1)[CH3:32]. Given the reactants COC(=O)C1C=CC(C#C[C:12]2[CH:13]=[C:14]([CH:26]3[CH2:28]C3)[C:15]3O[C:19]4(CC4)[CH2:18][C:17]([CH3:24])([CH3:23])[C:16]=3[CH:25]=2)=CC=1F.[CH2:31]([O:33][C:34](=[O:42])[C:35]1[CH:40]=[CH:39][C:38](I)=[CH:37][CH:36]=1)[CH3:32].C([N:45]([CH2:48][CH3:49])CC)C.O1CCC[CH2:51]1, predict the reaction product. (2) Given the reactants F[C:2]1[CH:15]=[CH:14][C:13]([F:16])=[CH:12][C:3]=1[C:4]([C:6]1[CH:11]=[CH:10][CH:9]=[CH:8][CH:7]=1)=[O:5].[S-2:17].[Li+].[Li+].Cl.C(OCC)(=O)C, predict the reaction product. The product is: [F:16][C:13]1[CH:14]=[CH:15][C:2]([SH:17])=[C:3]([C:4](=[O:5])[C:6]2[CH:11]=[CH:10][CH:9]=[CH:8][CH:7]=2)[CH:12]=1.